Dataset: Catalyst prediction with 721,799 reactions and 888 catalyst types from USPTO. Task: Predict which catalyst facilitates the given reaction. (1) Reactant: [N+:1]([C:4]1[CH:5]=[C:6]([S:10]([NH-:13])(=[O:12])=[O:11])[CH:7]=[CH:8][CH:9]=1)([O-:3])=[O:2].[Na+].[C:15]([C:19]1[N:24]=[C:23]([C:25]2[C:30]([CH3:31])=[CH:29][C:28]([CH3:32])=[CH:27][C:26]=2[CH3:33])[C:22]([C:34](O)=[O:35])=[CH:21][CH:20]=1)([CH3:18])([CH3:17])[CH3:16].CN(C(ON1N=NC2C=CC=NC1=2)=[N+](C)C)C.F[P-](F)(F)(F)(F)F. Product: [C:15]([C:19]1[N:24]=[C:23]([C:25]2[C:26]([CH3:33])=[CH:27][C:28]([CH3:32])=[CH:29][C:30]=2[CH3:31])[C:22]([C:34]([NH:13][S:10]([C:6]2[CH:7]=[CH:8][CH:9]=[C:4]([N+:1]([O-:3])=[O:2])[CH:5]=2)(=[O:11])=[O:12])=[O:35])=[CH:21][CH:20]=1)([CH3:18])([CH3:16])[CH3:17]. The catalyst class is: 9. (2) Reactant: [C:1]1(=[O:11])[NH:5][C:4](=[O:6])[C:3]2=[CH:7][CH:8]=[CH:9][CH:10]=[C:2]12.[K].O. Product: [C:4]([CH2:3][CH2:2][CH2:1][N:5]1[C:1](=[O:11])[C:2]2=[CH:10][CH:9]=[CH:8][CH:7]=[C:3]2[C:4]1=[O:6])#[N:5]. The catalyst class is: 3. (3) Reactant: [Cl-:1].[Cl-].[Cl-].[Cl-].[Zr+4:5].[Ti:6]([Cl:10])([Cl:9])([Cl:8])[Cl:7].C(Cl)[Cl:12]. Product: [Cl:7][Ti:6]([Cl:10])([Cl:9])[Cl:8].[Cl-:12].[Cl-:1].[Cl-:7].[Cl-:7].[Zr+4:5]. The catalyst class is: 463. (4) Reactant: [CH3:1][N:2]1[C:11]2[C:6](=[CH:7][CH:8]=[CH:9][N:10]=2)[CH:5]=[C:4]([C:12]([O:14]CC)=[O:13])[C:3]1=[O:17].O.[OH-].[Li+].O.C(=O)([O-])O.[Na+]. Product: [CH3:1][N:2]1[C:11]2[C:6](=[CH:7][CH:8]=[CH:9][N:10]=2)[CH:5]=[C:4]([C:12]([OH:14])=[O:13])[C:3]1=[O:17]. The catalyst class is: 12. (5) Reactant: [Cl:1][C:2]1[C:7]([Cl:8])=[CH:6][CH:5]=[CH:4][C:3]=1[N:9]1[C:13]([C:14]#[N:15])=[CH:12][C:11]([C:16]([F:19])([F:18])[F:17])=[N:10]1.CCOCC.Cl.C(Cl)(Cl)Cl.CO. Product: [ClH:1].[Cl:1][C:2]1[C:7]([Cl:8])=[CH:6][CH:5]=[CH:4][C:3]=1[N:9]1[C:13]([CH2:14][NH2:15])=[CH:12][C:11]([C:16]([F:18])([F:19])[F:17])=[N:10]1. The catalyst class is: 1. (6) Reactant: Cl.Cl.C(O[C:6]([C:8]1[CH:9]=[C:10]2[C:14](=[CH:15][CH:16]=1)[NH:13][N:12]=[C:11]2[C:17]1[CH:26]=[CH:25][C:24]2[C:19](=[CH:20][CH:21]=[C:22]([O:27][CH2:28][C@@H:29]3[CH2:33][CH2:32][CH2:31][N:30]3[CH3:34])[CH:23]=2)[CH:18]=1)=[NH:7])C.[N:35]1([CH2:40][C:41]([NH:43][NH2:44])=O)[CH2:39][CH2:38][CH2:37][CH2:36]1.C(N(CC)CC)C. Product: [CH3:34][N:30]1[CH2:31][CH2:32][CH2:33][C@H:29]1[CH2:28][O:27][C:22]1[CH:23]=[C:24]2[C:19](=[CH:20][CH:21]=1)[CH:18]=[C:17]([C:11]1[C:10]3[C:14](=[CH:15][CH:16]=[C:8]([C:6]4[NH:44][N:43]=[C:41]([CH2:40][N:35]5[CH2:39][CH2:38][CH2:37][CH2:36]5)[N:7]=4)[CH:9]=3)[NH:13][N:12]=1)[CH:26]=[CH:25]2. The catalyst class is: 5.